Dataset: Catalyst prediction with 721,799 reactions and 888 catalyst types from USPTO. Task: Predict which catalyst facilitates the given reaction. (1) Reactant: [CH3:1][C@@H:2]([C:5]([N:7]1[C@H:11]([C:12]([OH:14])=[O:13])[CH2:10][CH2:9][CH2:8]1)=[O:6])[CH2:3][SH:4].C(N(CC)C(C)C)(C)C.[Cl:24][CH2:25][CH2:26][CH2:27][CH2:28][O:29][C:30](Cl)=[O:31]. Product: [Cl:24][CH2:25][CH2:26][CH2:27][CH2:28][O:29][C:30]([S:4][CH2:3][C@@H:2]([CH3:1])[C:5]([N:7]1[CH2:8][CH2:9][CH2:10][C@H:11]1[C:12]([OH:14])=[O:13])=[O:6])=[O:31]. The catalyst class is: 578. (2) Reactant: C(N(CC)CC)C.C(O[C:12](=[O:14])[CH3:13])(=O)C.[CH2:15]([C:22]1([N:32]([CH3:34])[CH3:33])[CH2:31][CH2:30][C:25]2([CH2:29][CH2:28][NH:27][CH2:26]2)[CH2:24][CH2:23]1)[C:16]1[CH:21]=[CH:20][CH:19]=[CH:18][CH:17]=1. Product: [CH2:15]([C:22]1([N:32]([CH3:33])[CH3:34])[CH2:31][CH2:30][C:25]2([CH2:29][CH2:28][N:27]([C:12](=[O:14])[CH3:13])[CH2:26]2)[CH2:24][CH2:23]1)[C:16]1[CH:17]=[CH:18][CH:19]=[CH:20][CH:21]=1. The catalyst class is: 2. (3) Reactant: Br[C:2]1[CH:3]=[C:4]([O:17][CH2:18][C:19]2[C:24]([F:25])=[CH:23][CH:22]=[CH:21][C:20]=2[F:26])[C:5]2[N:6]([C:8]([C:12]([O:14][CH2:15][CH3:16])=[O:13])=[C:9]([CH3:11])[N:10]=2)[CH:7]=1.[CH:27]([B-](F)(F)F)=[CH2:28].[K+].C(N(CC)CC)C.C(OCC)(=O)C. Product: [F:26][C:20]1[CH:21]=[CH:22][CH:23]=[C:24]([F:25])[C:19]=1[CH2:18][O:17][C:4]1[C:5]2[N:6]([C:8]([C:12]([O:14][CH2:15][CH3:16])=[O:13])=[C:9]([CH3:11])[N:10]=2)[CH:7]=[C:2]([CH:27]=[CH2:28])[CH:3]=1. The catalyst class is: 41. (4) Reactant: [C:1]([O:5][C:6]([NH:8][C@H:9]([CH3:25])[CH2:10][C:11]1[C:19]2[C:14](=[C:15]([O:20][CH2:21][C:22](O)=[O:23])[CH:16]=[CH:17][CH:18]=2)[NH:13][CH:12]=1)=[O:7])([CH3:4])([CH3:3])[CH3:2].C(N1C=CN=C1)(N1C=CN=C1)=O.[CH3:38][S:39]([NH2:42])(=[O:41])=[O:40].N12CCCN=C1CCCCC2. Product: [CH3:38][S:39]([NH:42][C:22](=[O:23])[CH2:21][O:20][C:15]1[CH:16]=[CH:17][CH:18]=[C:19]2[C:14]=1[NH:13][CH:12]=[C:11]2[CH2:10][C@H:9]([NH:8][C:6](=[O:7])[O:5][C:1]([CH3:4])([CH3:3])[CH3:2])[CH3:25])(=[O:41])=[O:40]. The catalyst class is: 35.